From a dataset of Catalyst prediction with 721,799 reactions and 888 catalyst types from USPTO. Predict which catalyst facilitates the given reaction. (1) Reactant: FC(F)(F)C(O)=[O:4].[Si]([O:15][CH2:16][C:17]([CH3:59])([CH3:58])[CH2:18][N:19]1[CH:28]=[C:27]([S:29][CH:30]2[CH2:35][CH2:34][N:33](C(OC(C)(C)C)=O)[CH2:32][CH2:31]2)[C:26]2[C:21](=[CH:22][CH:23]=[C:24]([C:43]3[CH:48]=[C:47]([C:49](=[O:54])[NH:50][CH:51]4[CH2:53][CH2:52]4)[CH:46]=[C:45]([F:55])[C:44]=3[CH3:56])[CH:25]=2)[C:20]1=[O:57])(C(C)(C)C)(C)C.C1(C)C=CC=CC=1. Product: [CH:51]1([NH:50][C:49](=[O:54])[C:47]2[CH:48]=[C:43]([C:24]3[CH:25]=[C:26]4[C:21](=[CH:22][CH:23]=3)[C:20](=[O:57])[N:19]([CH2:18][C:17]([CH3:58])([CH3:59])[CH2:16][OH:15])[CH:28]=[C:27]4[S:29]([CH:30]3[CH2:35][CH2:34][NH:33][CH2:32][CH2:31]3)=[O:4])[C:44]([CH3:56])=[C:45]([F:55])[CH:46]=2)[CH2:53][CH2:52]1. The catalyst class is: 2. (2) Reactant: [F:1][C:2]1[CH:7]=[CH:6][CH:5]=[CH:4][C:3]=1[C:8]1[C:20]2[C:19]3[C:14](=[CH:15][C:16]([C:21]([N:23]4[CH2:28][CH2:27][O:26][CH2:25][CH2:24]4)=[O:22])=[CH:17][CH:18]=3)[NH:13][C:12]=2[C:11]([C:29]([O:31]CC)=[O:30])=[N:10][CH:9]=1.[Li+].[OH-]. Product: [F:1][C:2]1[CH:7]=[CH:6][CH:5]=[CH:4][C:3]=1[C:8]1[C:20]2[C:19]3[C:14](=[CH:15][C:16]([C:21]([N:23]4[CH2:28][CH2:27][O:26][CH2:25][CH2:24]4)=[O:22])=[CH:17][CH:18]=3)[NH:13][C:12]=2[C:11]([C:29]([OH:31])=[O:30])=[N:10][CH:9]=1. The catalyst class is: 87.